This data is from Full USPTO retrosynthesis dataset with 1.9M reactions from patents (1976-2016). The task is: Predict the reactants needed to synthesize the given product. (1) Given the product [CH3:1][O:2][C:3]1[CH:4]=[C:5]([CH:36]=[CH:37][CH:38]=1)[CH2:6][N:7]1[C:12]([CH3:13])=[CH:11][C:10]([O:14][CH2:15][C:16]2[CH:33]=[CH:32][CH:31]=[CH:30][C:17]=2[CH2:18][N:19]2[C:27](=[O:28])[C:26]3[C:21](=[CH:22][CH:23]=[CH:24][CH:25]=3)[C:20]2=[O:29])=[C:9]([CH3:39])[C:8]1=[O:35], predict the reactants needed to synthesize it. The reactants are: [CH3:1][O:2][C:3]1[CH:4]=[C:5]([CH:36]=[CH:37][CH:38]=1)[CH2:6][N:7]1[C:12]([CH3:13])=[CH:11][C:10]([O:14][CH2:15][C:16]2[CH:33]=[CH:32][CH:31]=[CH:30][C:17]=2[CH2:18][N:19]2[C:27](=[O:28])[C:26]3[C:21](=[CH:22][CH:23]=[CH:24][CH:25]=3)[C:20]2=[O:29])=[C:9](I)[C:8]1=[O:35].[CH3:39][Sn](C)(C)C.[Cl-].[Li+].C(Cl)Cl. (2) Given the product [Cl:49][C:41]1[CH:42]=[C:43]([Cl:48])[C:44]([O:46][CH3:47])=[CH:45][C:40]=1[NH:39][C:31]1[C:30]2[C:35](=[CH:36][C:27](/[CH:4]=[CH:3]/[CH2:2][CH2:1][N:5]3[CH2:6][CH2:7][N:8]([CH3:11])[CH2:9][CH2:10]3)=[C:28]([O:50][CH3:51])[CH:29]=2)[N:34]=[CH:33][C:32]=1[C:37]#[N:38], predict the reactants needed to synthesize it. The reactants are: [CH2:1]([N:5]1[CH2:10][CH2:9][N:8]([CH3:11])[CH2:7][CH2:6]1)[CH2:2][C:3]#[CH:4].CC1(C)C(C)(C)OBO1.FC(F)(F)S(O[C:27]1[CH:36]=[C:35]2[C:30]([C:31]([NH:39][C:40]3[CH:45]=[C:44]([O:46][CH3:47])[C:43]([Cl:48])=[CH:42][C:41]=3[Cl:49])=[C:32]([C:37]#[N:38])[CH:33]=[N:34]2)=[CH:29][C:28]=1[O:50][CH3:51])(=O)=O.